Dataset: Reaction yield outcomes from USPTO patents with 853,638 reactions. Task: Predict the reaction yield, written as a fraction of the theoretical maximum amount of product (1.0 means a 100% yield; for example, 0.34 means a 34% yield). (1) The product is [Br:20][C:19]1[C:14]([O:13][CH2:12][CH2:11][O:10][C:7]2[CH:8]=[CH:9][C:4]([C:3]([OH:49])=[O:2])=[C:5]([OH:48])[CH:6]=2)=[C:15]([C:38]2[CH:43]=[CH:42][CH:41]=[C:40]([C:44]([F:47])([F:46])[F:45])[CH:39]=2)[CH:16]=[C:17]([C:21](=[O:37])[NH:22][CH2:23][CH2:24][CH2:25][CH2:26][CH2:27][CH2:28][CH2:29][CH2:30][C:31]2[CH:32]=[CH:33][CH:34]=[CH:35][CH:36]=2)[CH:18]=1. The reactants are C[O:2][C:3](=[O:49])[C:4]1[CH:9]=[CH:8][C:7]([O:10][CH2:11][CH2:12][O:13][C:14]2[C:19]([Br:20])=[CH:18][C:17]([C:21](=[O:37])[NH:22][CH2:23][CH2:24][CH2:25][CH2:26][CH2:27][CH2:28][CH2:29][CH2:30][C:31]3[CH:36]=[CH:35][CH:34]=[CH:33][CH:32]=3)=[CH:16][C:15]=2[C:38]2[CH:43]=[CH:42][CH:41]=[C:40]([C:44]([F:47])([F:46])[F:45])[CH:39]=2)=[CH:6][C:5]=1[OH:48].[OH-].[Na+]. The yield is 0.790. The catalyst is CCO. (2) The reactants are [N:1]1([C:7]2[S:8][C:9]([C:23]([NH2:25])=O)=[C:10]([CH2:12][C:13]3[CH:22]=[CH:21][C:20]4[C:15](=[CH:16][CH:17]=[CH:18][CH:19]=4)[CH:14]=3)[N:11]=2)[CH2:6][CH2:5][O:4][CH2:3][CH2:2]1.P(Cl)(Cl)(Cl)=O. No catalyst specified. The product is [N:1]1([C:7]2[S:8][C:9]([C:23]#[N:25])=[C:10]([CH2:12][C:13]3[CH:22]=[CH:21][C:20]4[C:15](=[CH:16][CH:17]=[CH:18][CH:19]=4)[CH:14]=3)[N:11]=2)[CH2:6][CH2:5][O:4][CH2:3][CH2:2]1. The yield is 0.980.